From a dataset of Forward reaction prediction with 1.9M reactions from USPTO patents (1976-2016). Predict the product of the given reaction. (1) Given the reactants [CH2:1]([N:3]1[CH2:9][CH2:8][C:7]2[N:10]=[CH:11][C:12](N)=[N:13][C:6]=2[CH2:5][CH2:4]1)[CH3:2].N([O-])=O.[Na+].[ClH:19], predict the reaction product. The product is: [Cl:19][C:12]1[CH:11]=[N:10][C:7]2[CH2:8][CH2:9][N:3]([CH2:1][CH3:2])[CH2:4][CH2:5][C:6]=2[N:13]=1. (2) Given the reactants [S:1]1[CH:5]=[CH:4][CH:3]=[C:2]1[CH2:6][NH:7][C:8]([C:10]1[CH:25]=[C:13]2[CH:14]=[C:15]([C:19]3[CH:24]=[CH:23][CH:22]=[CH:21][CH:20]=3)[CH:16]=[C:17]([I:18])[N:12]2[N:11]=1)=[O:9].[Br:26]N1C(=O)CCC1=O, predict the reaction product. The product is: [S:1]1[CH:5]=[CH:4][CH:3]=[C:2]1[CH2:6][NH:7][C:8]([C:10]1[C:25]([Br:26])=[C:13]2[CH:14]=[C:15]([C:19]3[CH:20]=[CH:21][CH:22]=[CH:23][CH:24]=3)[CH:16]=[C:17]([I:18])[N:12]2[N:11]=1)=[O:9]. (3) Given the reactants [CH:1]1([C:6]2[S:7][CH2:8][CH:9]([C:11]([O:13][CH2:14][CH3:15])=[O:12])[N:10]=2)[CH2:5][CH2:4][CH2:3][CH2:2]1, predict the reaction product. The product is: [CH:1]1([C:6]2[S:7][CH:8]=[C:9]([C:11]([O:13][CH2:14][CH3:15])=[O:12])[N:10]=2)[CH2:2][CH2:3][CH2:4][CH2:5]1. (4) Given the reactants [C:1]1([CH:7]([NH2:15])[CH2:8][C:9]2[CH:14]=[CH:13][CH:12]=[CH:11][CH:10]=2)[CH:6]=[CH:5][CH:4]=[CH:3][CH:2]=1.Cl[CH2:17][CH2:18][N:19]=[C:20]=[S:21], predict the reaction product. The product is: [C:1]1([CH:7]([NH:15][C:20]2[S:21][CH2:17][CH2:18][N:19]=2)[CH2:8][C:9]2[CH:10]=[CH:11][CH:12]=[CH:13][CH:14]=2)[CH:6]=[CH:5][CH:4]=[CH:3][CH:2]=1. (5) Given the reactants [Br:1][C:2]1[CH:3]=[C:4]([CH:7]=[CH:8][CH:9]=1)[C:5]#[N:6].Cl.C(N(CC)CC)C.[N-:18]=[N+:19]=[N-:20].[Na+], predict the reaction product. The product is: [Br:1][C:2]1[CH:3]=[C:4]([C:5]2[N:18]=[N:19][NH:20][N:6]=2)[CH:7]=[CH:8][CH:9]=1. (6) Given the reactants [CH2:1]([C:3]1[C:4]([NH:11][C@@H:12]2[C:20]3[C:15](=[CH:16][CH:17]=[CH:18][CH:19]=3)[CH2:14][C@@H:13]2[OH:21])=[N:5][C:6]([CH2:9][CH3:10])=[CH:7][N:8]=1)[CH3:2].Cl[C:23]1C(C2CC2)=NC=C(CC)N=1, predict the reaction product. The product is: [CH:1]1([C:3]2[C:4]([NH:11][C@@H:12]3[C:20]4[C:15](=[CH:16][CH:17]=[CH:18][CH:19]=4)[CH2:14][C@@H:13]3[OH:21])=[N:5][C:6]([CH2:9][CH3:10])=[CH:7][N:8]=2)[CH2:23][CH2:2]1. (7) The product is: [C@:35]12([CH2:45][S:46]([OH:49])(=[O:47])=[O:48])[C:42]([CH3:44])([CH3:43])[CH:39]([CH2:40][CH2:41]1)[CH2:38][C:36]2=[O:37].[CH3:1][C:2]1([CH3:34])[CH2:7][CH2:6][C:5]([C:8]2[C:13]([NH:14][C:15]([C:17]3[NH:18][CH:19]=[C:20]([C:22]#[N:23])[N:21]=3)=[O:16])=[CH:12][CH:11]=[C:10]([CH:24]3[CH2:25][C:26]([CH3:33])([CH3:32])[O:27][C:28]([CH3:31])([CH3:30])[CH2:29]3)[N:9]=2)=[CH:4][CH2:3]1. Given the reactants [CH3:1][C:2]1([CH3:34])[CH2:7][CH2:6][C:5]([C:8]2[C:13]([NH:14][C:15]([C:17]3[NH:18][CH:19]=[C:20]([C:22]#[N:23])[N:21]=3)=[O:16])=[CH:12][CH:11]=[C:10]([CH:24]3[CH2:29][C:28]([CH3:31])([CH3:30])[O:27][C:26]([CH3:33])([CH3:32])[CH2:25]3)[N:9]=2)=[CH:4][CH2:3]1.[C@:35]12([CH2:45][S:46]([OH:49])(=[O:48])=[O:47])[C:42]([CH3:44])([CH3:43])[CH:39]([CH2:40][CH2:41]1)[CH2:38][C:36]2=[O:37], predict the reaction product.